From a dataset of Full USPTO retrosynthesis dataset with 1.9M reactions from patents (1976-2016). Predict the reactants needed to synthesize the given product. (1) Given the product [OH:19][CH2:18][CH2:17][O:20][CH:8]1[C:11]2=[CH:12][CH:13]=[CH:14][CH:15]=[C:10]2[CH2:9]1, predict the reactants needed to synthesize it. The reactants are: CC(C)([O-])C.[K+].Br[CH:8]1[C:11]2=[CH:12][CH:13]=[CH:14][CH:15]=[C:10]2[CH2:9]1.Cl.[CH2:17]([OH:20])[CH2:18][OH:19]. (2) Given the product [OH:45][C@H:32]([C:33]1[CH:38]=[CH:37][C:36]([OH:39])=[C:35]([NH:23][S:20]([CH3:17])(=[O:21])=[O:46])[CH:34]=1)[CH2:31][NH:30][CH2:29][CH:26]1[CH2:25][CH2:24][N:23]([S:20]([C:17]2[CH:16]=[CH:15][C:14]([N:9]3[C:10]4[CH:11]=[CH:12][CH:13]=[C:5]([C:3]([OH:2])=[O:4])[C:6]=4[CH:7]=[CH:8]3)=[CH:19][CH:18]=2)(=[O:21])=[O:22])[CH2:28][CH2:27]1, predict the reactants needed to synthesize it. The reactants are: C[O:2][C:3]([C:5]1[C:6]2[CH:7]=[CH:8][N:9]([C:14]3[CH:19]=[CH:18][C:17]([S:20]([N:23]4[CH2:28][CH2:27][CH:26]([CH2:29][NH:30][CH2:31][C@H:32]([OH:45])[C:33]5[CH:38]=[CH:37][C:36]([OH:39])=[C:35](S(C)(=O)=O)[C:34]=5N)[CH2:25][CH2:24]4)(=[O:22])=[O:21])=[CH:16][CH:15]=3)[C:10]=2[CH:11]=[CH:12][CH:13]=1)=[O:4].[OH-:46].[Na+].Cl. (3) Given the product [C:1]([C:5]1[N:10]=[CH:9][C:8]([C:11]2[N:12]([C:32]([N:34]3[CH2:35][CH2:36][CH:37]([CH2:40][C:41]([NH:52][C@H:50]([CH:47]4[CH2:49][CH2:48]4)[CH3:51])=[O:42])[CH2:38][CH2:39]3)=[O:33])[C@@:13]([C:25]3[CH:26]=[CH:27][C:28]([Cl:31])=[CH:29][CH:30]=3)([CH3:24])[C@@:14]([C:17]3[CH:18]=[CH:19][C:20]([Cl:23])=[CH:21][CH:22]=3)([CH3:16])[N:15]=2)=[C:7]([O:44][CH2:45][CH3:46])[CH:6]=1)([CH3:4])([CH3:3])[CH3:2], predict the reactants needed to synthesize it. The reactants are: [C:1]([C:5]1[N:10]=[CH:9][C:8]([C:11]2[N:12]([C:32]([N:34]3[CH2:39][CH2:38][CH:37]([CH2:40][C:41](O)=[O:42])[CH2:36][CH2:35]3)=[O:33])[C@@:13]([C:25]3[CH:30]=[CH:29][C:28]([Cl:31])=[CH:27][CH:26]=3)([CH3:24])[C@@:14]([C:17]3[CH:22]=[CH:21][C:20]([Cl:23])=[CH:19][CH:18]=3)([CH3:16])[N:15]=2)=[C:7]([O:44][CH2:45][CH3:46])[CH:6]=1)([CH3:4])([CH3:3])[CH3:2].[CH:47]1([C@@H:50]([NH2:52])[CH3:51])[CH2:49][CH2:48]1. (4) Given the product [CH2:39]([N:41]1[CH2:2][C:3]2[N:8]([C:9]3[CH:14]=[CH:13][CH:12]=[C:11]([C:15]([F:18])([F:16])[F:17])[CH:10]=3)[C:7](=[O:19])[NH:6][C@H:5]([C:20]3[CH:21]=[CH:22][C:23]([C:26]#[N:27])=[CH:24][CH:25]=3)[C:4]=2[C:28](=[O:29])[NH:42]1)[CH3:40], predict the reactants needed to synthesize it. The reactants are: Br[CH2:2][C:3]1[N:8]([C:9]2[CH:14]=[CH:13][CH:12]=[C:11]([C:15]([F:18])([F:17])[F:16])[CH:10]=2)[C:7](=[O:19])[NH:6][C@H:5]([C:20]2[CH:25]=[CH:24][C:23]([C:26]#[N:27])=[CH:22][CH:21]=2)[C:4]=1[C:28](OCC)=[O:29].C(O)(=O)C(O)=O.[CH2:39]([NH:41][NH2:42])[CH3:40]. (5) Given the product [Si:35]([O:42][C@H:43]([C:57]1[CH:66]=[CH:65][C:64]([OH:67])=[C:63]2[C:58]=1[CH:59]=[CH:60][C:61](=[O:68])[NH:62]2)[CH2:44][NH:45][CH:46]1[CH2:51][CH2:50][N:49]([CH2:52][CH2:53][C:54]([NH:78][CH2:77][C:72]2[CH:73]=[CH:74][CH:75]=[CH:76][C:71]=2[O:70][CH3:69])=[O:55])[CH2:48][CH2:47]1)([C:38]([CH3:39])([CH3:40])[CH3:41])([CH3:37])[CH3:36], predict the reactants needed to synthesize it. The reactants are: C(NC(=O)CCN1CCC(NC[C@H](O)C2C=CC(O)=C3C=2C=CC(=O)N3)CC1)C1C=CC=CC=1.[Si:35]([O:42][C@H:43]([C:57]1[CH:66]=[CH:65][C:64]([OH:67])=[C:63]2[C:58]=1[CH:59]=[CH:60][C:61](=[O:68])[NH:62]2)[CH2:44][NH:45][CH:46]1[CH2:51][CH2:50][N:49]([CH2:52][CH2:53][C:54](O)=[O:55])[CH2:48][CH2:47]1)([C:38]([CH3:41])([CH3:40])[CH3:39])([CH3:37])[CH3:36].[CH3:69][O:70][C:71]1[CH:76]=[CH:75][CH:74]=[CH:73][C:72]=1[CH2:77][NH2:78].CN(C(ON1N=NC2C=CC=NC1=2)=[N+](C)C)C.F[P-](F)(F)(F)(F)F. (6) Given the product [F:1][C:2]1[CH:3]=[CH:4][C:5]([CH:8]([CH3:12])[CH2:9][OH:10])=[CH:6][CH:7]=1, predict the reactants needed to synthesize it. The reactants are: [F:1][C:2]1[CH:7]=[CH:6][C:5]([CH:8]([CH3:12])[C:9](O)=[O:10])=[CH:4][CH:3]=1.B.C1COCC1.Cl. (7) Given the product [NH2:1][C@H:2]1[CH2:8][O:7][C:6]2[CH:9]=[CH:10][C:11]([C:20]3[CH:19]=[CH:18][NH:17][N:16]=3)=[CH:12][C:5]=2[N:4]([CH3:14])[C:3]1=[O:15], predict the reactants needed to synthesize it. The reactants are: [NH2:1][C@H:2]1[CH2:8][O:7][C:6]2[CH:9]=[CH:10][C:11](Br)=[CH:12][C:5]=2[N:4]([CH3:14])[C:3]1=[O:15].[NH:16]1[CH:20]=[CH:19][C:18](B(O)O)=[N:17]1.C(=O)([O-])[O-].[Na+].[Na+].B(O)O. (8) Given the product [Cl:1][C:2]1[C:3]2[C:4]3[C:14](=[O:15])[N:13]([C:16]4[CH:24]=[C:23]5[C:19]([CH:20]=[CH:21][N:22]5[CH2:25][C:26]([OH:28])=[O:27])=[CH:18][CH:17]=4)[CH2:12][C:5]=3[N:6]([CH3:11])[C:7]=2[CH:8]=[CH:9][CH:10]=1, predict the reactants needed to synthesize it. The reactants are: [Cl:1][C:2]1[C:3]2[C:4]3[C:14](=[O:15])[N:13]([C:16]4[CH:24]=[C:23]5[C:19]([CH:20]=[CH:21][N:22]5[CH2:25][C:26]([O:28]C(C)(C)C)=[O:27])=[CH:18][CH:17]=4)[CH2:12][C:5]=3[N:6]([CH3:11])[C:7]=2[CH:8]=[CH:9][CH:10]=1.C(O)(C(F)(F)F)=O. (9) The reactants are: [CH3:1][C:2]1[N:7]=[C:6]2[O:8][CH2:9][CH2:10][O:11][C:5]2=[CH:4][CH:3]=1.ClC1C=CC=C(C(OO)=[O:20])C=1. Given the product [CH3:1][C:2]1[N+:7]([O-:20])=[C:6]2[O:8][CH2:9][CH2:10][O:11][C:5]2=[CH:4][CH:3]=1, predict the reactants needed to synthesize it. (10) The reactants are: [N:1]1([C:7](OC(C)(C)C)=O)[CH2:6][CH2:5][NH:4][CH2:3][CH2:2]1.[Cl:14][C:15]1[CH:16]=[C:17]([F:22])C(F)=[N:19][CH:20]=1.CCN(C(C)C)C(C)C.C(O)(C(F)(F)F)=O. Given the product [Cl:14][C:15]1[CH:16]=[C:17]([F:22])[C:7]([N:1]2[CH2:2][CH2:3][NH:4][CH2:5][CH2:6]2)=[N:19][CH:20]=1, predict the reactants needed to synthesize it.